Dataset: Reaction yield outcomes from USPTO patents with 853,638 reactions. Task: Predict the reaction yield, written as a fraction of the theoretical maximum amount of product (1.0 means a 100% yield; for example, 0.34 means a 34% yield). (1) The reactants are [F:1][C:2]1[CH:7]=[CH:6][CH:5]=[C:4]([F:8])[C:3]=1[N:9]1[C:13]2=[N:14][C:15]([OH:23])=[C:16](C(OCC)=O)[N:17]=[C:12]2[CH:11]=[N:10]1.[OH-].[Li+].C1C(=O)N([Br:33])C(=O)C1. The catalyst is O.CC#N. The product is [Br:33][C:16]1[C:15](=[O:23])[NH:14][C:13]2[N:9]([C:3]3[C:2]([F:1])=[CH:7][CH:6]=[CH:5][C:4]=3[F:8])[N:10]=[CH:11][C:12]=2[N:17]=1. The yield is 0.933. (2) The reactants are [OH:1][C@@H:2]1[CH2:7][CH2:6][C@H:5]([C@H:8]([NH:10][C:11](=[O:17])[O:12][C:13]([CH3:16])([CH3:15])[CH3:14])[CH3:9])[CH2:4][CH2:3]1.C(N(CC)CC)C.[CH3:25][S:26](Cl)(=[O:28])=[O:27]. The catalyst is ClCCl. The yield is 0.930. The product is [CH3:25][S:26]([O:1][C@H:2]1[CH2:7][CH2:6][C@@H:5]([C@H:8]([NH:10][C:11]([O:12][C:13]([CH3:16])([CH3:15])[CH3:14])=[O:17])[CH3:9])[CH2:4][CH2:3]1)(=[O:28])=[O:27]. (3) The reactants are [Cl:1][C:2]1[C:8]([Cl:9])=[CH:7][CH:6]=[CH:5][C:3]=1[NH2:4].Cl.[N:11]([O-])=O.[Na+].[O:15]=[C:16]1[CH2:21][CH2:20][CH2:19][CH2:18][CH:17]1C(O)=O. The catalyst is O. The product is [Cl:1][C:2]1[C:8]([Cl:9])=[CH:7][CH:6]=[CH:5][C:3]=1[NH:4][N:11]=[C:17]1[CH2:18][CH2:19][CH2:20][CH2:21][C:16]1=[O:15]. The yield is 0.560. (4) The reactants are O=[C:2]1[CH2:7][CH2:6][N:5]([C:8]([O:10][C:11]([CH3:14])([CH3:13])[CH3:12])=[O:9])[CH2:4][CH2:3]1.N1CCCC1.[SH:20][C:21]1[CH:26]=[CH:25][CH:24]=[CH:23][C:22]=1[C:27](=[O:29])[CH3:28]. The catalyst is CO. The product is [O:29]=[C:27]1[C:22]2[C:21](=[CH:26][CH:25]=[CH:24][CH:23]=2)[S:20][C:2]2([CH2:7][CH2:6][N:5]([C:8]([O:10][C:11]([CH3:14])([CH3:13])[CH3:12])=[O:9])[CH2:4][CH2:3]2)[CH2:28]1. The yield is 0.610.